This data is from Reaction yield outcomes from USPTO patents with 853,638 reactions. The task is: Predict the reaction yield, written as a fraction of the theoretical maximum amount of product (1.0 means a 100% yield; for example, 0.34 means a 34% yield). (1) The reactants are [C:1]([C:3]1[C:4]([NH2:9])=[N:5][CH:6]=[CH:7][CH:8]=1)#[CH:2].[C:10](Cl)(=[N:12][OH:13])[CH3:11].[N:15]1[CH:20]=[CH:19][CH:18]=[CH:17][C:16]=1[O:21][C:22]1[CH:27]=[CH:26][CH:25]=[CH:24][CH:23]=1.C(N(CC)CC)C. The catalyst is O1CCCC1. The product is [N:15]1[CH:20]=[CH:19][CH:18]=[CH:17][C:16]=1[O:21][C:22]1[CH:23]=[CH:24][C:25]([CH2:11][C:10]2[CH:2]=[C:1]([C:3]3[C:4]([NH2:9])=[N:5][CH:6]=[CH:7][CH:8]=3)[O:13][N:12]=2)=[CH:26][CH:27]=1. The yield is 0.300. (2) The reactants are [O:1]1[C:5]2[CH:6]=[CH:7][CH:8]=[CH:9][C:4]=2[N:3]=[C:2]1[NH:10][C:11]([CH:13]([C:22]1[CH:30]=[CH:29][C:25]([C:26]([OH:28])=O)=[CH:24][CH:23]=1)[CH2:14][C:15]1[CH:20]=[CH:19][C:18]([F:21])=[CH:17][CH:16]=1)=[O:12].C1C=[N:35]C2N(O)N=NC=2C=1.CCN=C=NCCCN(C)C.Cl.CCN(C(C)C)C(C)C.[NH4+].[Cl-]. The catalyst is CN(C=O)C. The product is [O:1]1[C:5]2[CH:6]=[CH:7][CH:8]=[CH:9][C:4]=2[N:3]=[C:2]1[NH:10][C:11]([CH:13]([C:22]1[CH:23]=[CH:24][C:25]([C:26]([NH2:35])=[O:28])=[CH:29][CH:30]=1)[CH2:14][C:15]1[CH:20]=[CH:19][C:18]([F:21])=[CH:17][CH:16]=1)=[O:12]. The yield is 0.670.